From a dataset of Full USPTO retrosynthesis dataset with 1.9M reactions from patents (1976-2016). Predict the reactants needed to synthesize the given product. (1) Given the product [CH3:2][O:3][C:4](=[O:24])[CH2:5][C@H:6]1[CH2:7][CH2:8][C@H:9]([C:12]2[CH:13]=[CH:14][C:15]([NH:18][C:19](=[O:23])[CH2:20][CH2:21][NH:22][C:49]([C:47]3[N:48]=[C:44]([C:38]4[C:37]([Cl:36])=[CH:42][CH:41]=[CH:40][C:39]=4[Cl:43])[O:45][C:46]=3[C:52]([F:55])([F:54])[F:53])=[O:50])=[CH:16][CH:17]=2)[CH2:10][CH2:11]1, predict the reactants needed to synthesize it. The reactants are: Cl.[CH3:2][O:3][C:4](=[O:24])[CH2:5][C@H:6]1[CH2:11][CH2:10][C@H:9]([C:12]2[CH:17]=[CH:16][C:15]([NH:18][C:19](=[O:23])[CH2:20][CH2:21][NH2:22])=[CH:14][CH:13]=2)[CH2:8][CH2:7]1.CCN=C=NCCCN(C)C.[Cl:36][C:37]1[CH:42]=[CH:41][CH:40]=[C:39]([Cl:43])[C:38]=1[C:44]1[O:45][C:46]([C:52]([F:55])([F:54])[F:53])=[C:47]([C:49](O)=[O:50])[N:48]=1.C1C=CC2N(O)N=NC=2C=1.C(N(C(C)C)C(C)C)C.C([O-])(O)=O.[Na+]. (2) Given the product [Cl:24][C:18]1[CH:19]=[C:20]([Cl:23])[CH:21]=[CH:22][C:17]=1[CH2:16][NH:15][C:13]1[C:12]([C:25]([NH2:27])=[O:26])=[CH:11][N:10]=[C:9]([N:6]2[CH2:7][CH2:8][CH:3]([CH2:2][NH:1][C:30]3[NH:34][CH2:33][CH2:32][N:31]=3)[CH2:4][CH2:5]2)[N:14]=1, predict the reactants needed to synthesize it. The reactants are: [NH2:1][CH2:2][CH:3]1[CH2:8][CH2:7][N:6]([C:9]2[N:14]=[C:13]([NH:15][CH2:16][C:17]3[CH:22]=[CH:21][C:20]([Cl:23])=[CH:19][C:18]=3[Cl:24])[C:12]([C:25]([NH2:27])=[O:26])=[CH:11][N:10]=2)[CH2:5][CH2:4]1.CS[C:30]1[NH:31][CH2:32][CH2:33][N:34]=1.C(N(CC)CC)C. (3) The reactants are: [F:1][C:2]1[C:3]2[N:4]([CH:12]=[CH:13][N:14]=2)[CH:5]=[CH:6][C:7]=1[C:8]([OH:11])([CH3:10])[CH3:9].Br[C:16]1[CH:17]=[C:18]([C:22]2[CH:29]=[CH:28][C:27]([F:30])=[CH:26][C:23]=2[C:24]#[N:25])[CH:19]=[N:20][CH:21]=1. Given the product [F:30][C:27]1[CH:28]=[CH:29][C:22]([C:18]2[CH:19]=[N:20][CH:21]=[C:16]([C:12]3[N:4]4[CH:5]=[CH:6][C:7]([C:8]([OH:11])([CH3:10])[CH3:9])=[C:2]([F:1])[C:3]4=[N:14][CH:13]=3)[CH:17]=2)=[C:23]([CH:26]=1)[C:24]#[N:25], predict the reactants needed to synthesize it.